From a dataset of Full USPTO retrosynthesis dataset with 1.9M reactions from patents (1976-2016). Predict the reactants needed to synthesize the given product. Given the product [CH2:1]([C:17]1[CH:18]=[C:19]([C:25]2[CH:30]=[CH:29][C:28]([OH:31])=[CH:27][CH:26]=2)[CH:20]=[CH:21][C:22]=1[OH:23])[CH2:2][CH2:3][CH2:4][CH2:5][CH2:6][CH2:7][CH2:8][CH2:9][CH2:10][CH2:11][CH2:12][CH2:13][CH2:14][CH2:15][CH3:16], predict the reactants needed to synthesize it. The reactants are: [CH2:1]([C:17]1[CH:18]=[C:19]([C:25]2[CH:30]=[CH:29][C:28]([O:31]C)=[CH:27][CH:26]=2)[CH:20]=[CH:21][C:22]=1[O:23]C)[CH2:2][CH2:3][CH2:4][CH2:5][CH2:6][CH2:7][CH2:8][CH2:9][CH2:10][CH2:11][CH2:12][CH2:13][CH2:14][CH2:15][CH3:16].Br.O.